Dataset: Full USPTO retrosynthesis dataset with 1.9M reactions from patents (1976-2016). Task: Predict the reactants needed to synthesize the given product. (1) Given the product [CH3:1][O:2][C:3]1[CH:4]=[C:5]([C:17]2[CH:27]=[CH:26][C:20]([C:21]([O:23][CH2:24][CH3:25])=[O:22])=[CH:19][N:18]=2)[CH:6]=[C:7]([O:11][CH3:12])[C:8]=1[O:9][CH3:10], predict the reactants needed to synthesize it. The reactants are: [CH3:1][O:2][C:3]1[CH:4]=[C:5](B(O)O)[CH:6]=[C:7]([O:11][CH3:12])[C:8]=1[O:9][CH3:10].Cl[C:17]1[CH:27]=[CH:26][C:20]([C:21]([O:23][CH2:24][CH3:25])=[O:22])=[CH:19][N:18]=1. (2) Given the product [CH2:37]([NH:44][CH2:21][CH2:20][C:13]1[C:14]2[CH:15]=[CH:16][CH:17]=[CH:18][C:19]=2[N:11]2[CH2:10][CH2:9][N:8]([CH2:1][C:2]3[CH:7]=[CH:6][CH:5]=[CH:4][CH:3]=3)[CH2:24][CH2:23][C:12]=12)[C:38]1[CH:43]=[CH:42][CH:41]=[CH:40][CH:39]=1, predict the reactants needed to synthesize it. The reactants are: [CH2:1]([N:8]1[CH2:24][CH2:23][C:12]2=[C:13]([CH2:20][CH2:21]O)[C:14]3[CH:15]=[CH:16][CH:17]=[CH:18][C:19]=3[N:11]2[CH2:10][CH2:9]1)[C:2]1[CH:7]=[CH:6][CH:5]=[CH:4][CH:3]=1.CS(Cl)(=O)=O.C(N(CC)CC)C.[CH2:37]([NH2:44])[C:38]1[CH:43]=[CH:42][CH:41]=[CH:40][CH:39]=1.C(=O)([O-])[O-].[K+].[K+]. (3) Given the product [CH2:1]([O:8][C:9]1[CH:10]=[C:11]([CH2:17][CH:18]([NH:25][CH:26]=[O:27])[C:19]([CH3:23])([CH3:24])[CH2:20][O:21][CH3:22])[CH:12]=[CH:13][C:14]=1[O:15][CH3:16])[C:2]1[CH:7]=[CH:6][CH:5]=[CH:4][CH:3]=1, predict the reactants needed to synthesize it. The reactants are: [CH2:1]([O:8][C:9]1[CH:10]=[C:11]([CH2:17][CH:18]([NH2:25])[C:19]([CH3:24])([CH3:23])[CH2:20][O:21][CH3:22])[CH:12]=[CH:13][C:14]=1[O:15][CH3:16])[C:2]1[CH:7]=[CH:6][CH:5]=[CH:4][CH:3]=1.[CH:26](O)=[O:27]. (4) Given the product [F:10][C:8]1([F:11])[O:7][C:6]2[CH:12]=[CH:13][C:3]([CH2:2][C:14]#[N:15])=[CH:4][C:5]=2[O:9]1, predict the reactants needed to synthesize it. The reactants are: Cl[CH2:2][C:3]1[CH:13]=[CH:12][C:6]2[O:7][C:8]([F:11])([F:10])[O:9][C:5]=2[CH:4]=1.[C-:14]#[N:15].[Na+].O.C(OCCCC)CCC. (5) Given the product [CH2:9]([O:7][C:6]1[CH:5]=[CH:4][C:3]([Br:8])=[CH:2][CH:1]=1)[C:10]1[CH:15]=[CH:14][CH:13]=[CH:12][CH:11]=1, predict the reactants needed to synthesize it. The reactants are: [CH:1]1[C:6]([OH:7])=[CH:5][CH:4]=[C:3]([Br:8])[CH:2]=1.[CH2:9](Br)[C:10]1[CH:15]=[CH:14][CH:13]=[CH:12][CH:11]=1. (6) Given the product [CH2:1]([C:4]1[C:8]([CH2:9][CH2:10][CH2:11][O:12][C:28]2[CH:27]=[C:26]([CH2:30][CH2:31][C:32]([OH:34])=[O:33])[CH:25]=[CH:24][CH:29]=2)=[CH:7][N:6]([C:13]2[CH:18]=[CH:17][C:16]([C:19]([F:21])([F:20])[F:22])=[CH:15][N:14]=2)[N:5]=1)[CH2:2][CH3:3], predict the reactants needed to synthesize it. The reactants are: [CH2:1]([C:4]1[C:8]([CH2:9][CH2:10][CH2:11][OH:12])=[CH:7][N:6]([C:13]2[CH:18]=[CH:17][C:16]([C:19]([F:22])([F:21])[F:20])=[CH:15][N:14]=2)[N:5]=1)[CH2:2][CH3:3].O[C:24]1[CH:25]=[C:26]([CH2:30][CH2:31][C:32]([O:34]C)=[O:33])[CH:27]=[CH:28][CH:29]=1.C(P(CCCC)CCCC)CCC.N(C(N1CCCCC1)=O)=NC(N1CCCCC1)=O.